Task: Regression. Given a peptide amino acid sequence and an MHC pseudo amino acid sequence, predict their binding affinity value. This is MHC class I binding data.. Dataset: Peptide-MHC class I binding affinity with 185,985 pairs from IEDB/IMGT (1) The peptide sequence is TVVRDFENY. The MHC is HLA-A33:01 with pseudo-sequence HLA-A33:01. The binding affinity (normalized) is 0. (2) The peptide sequence is CRTAFKPVL. The MHC is HLA-B44:02 with pseudo-sequence HLA-B44:02. The binding affinity (normalized) is 0.0847.